The task is: Predict the reactants needed to synthesize the given product.. This data is from Full USPTO retrosynthesis dataset with 1.9M reactions from patents (1976-2016). The reactants are: [CH2:1]([O:8][C:9]1[CH:14]=[C:13]([C:15](OCC2C=CC=CC=2)=[O:16])[CH:12]=[C:11]([O:25][CH2:26][C:27]2[CH:32]=[CH:31][CH:30]=[CH:29][CH:28]=2)[C:10]=1[C:33]1[CH:38]=[CH:37][C:36]([F:39])=[CH:35][CH:34]=1)[C:2]1[CH:7]=[CH:6][CH:5]=[CH:4][CH:3]=1.Cl.[CH3:41][O:42][NH:43][CH3:44].C([Mg]Cl)(C)C. Given the product [CH2:1]([O:8][C:9]1[CH:14]=[C:13]([C:15]([N:43]([O:42][CH3:41])[CH3:44])=[O:16])[CH:12]=[C:11]([O:25][CH2:26][C:27]2[CH:28]=[CH:29][CH:30]=[CH:31][CH:32]=2)[C:10]=1[C:33]1[CH:34]=[CH:35][C:36]([F:39])=[CH:37][CH:38]=1)[C:2]1[CH:3]=[CH:4][CH:5]=[CH:6][CH:7]=1, predict the reactants needed to synthesize it.